This data is from Forward reaction prediction with 1.9M reactions from USPTO patents (1976-2016). The task is: Predict the product of the given reaction. Given the reactants [O:1]1[C:6]2[CH:7]=[CH:8][C:9]([CH2:11][NH:12][CH:13]3[CH2:18][CH2:17][N:16]([CH2:19][CH2:20][N:21]4[C:30]5[C:25](=[C:26]([O:31][CH2:32][C:33]([NH:35][CH3:36])=[O:34])[CH:27]=[CH:28][CH:29]=5)[CH:24]=[CH:23][C:22]4=[O:37])[CH2:15][CH2:14]3)=[CH:10][C:5]=2[O:4][CH2:3][CH2:2]1.[ClH:38].C(OCC)(=O)C, predict the reaction product. The product is: [ClH:38].[O:1]1[C:6]2[CH:7]=[CH:8][C:9]([CH2:11][NH:12][CH:13]3[CH2:14][CH2:15][N:16]([CH2:19][CH2:20][N:21]4[C:30]5[C:25](=[C:26]([O:31][CH2:32][C:33]([NH:35][CH3:36])=[O:34])[CH:27]=[CH:28][CH:29]=5)[CH:24]=[CH:23][C:22]4=[O:37])[CH2:17][CH2:18]3)=[CH:10][C:5]=2[O:4][CH2:3][CH2:2]1.